Dataset: Retrosynthesis with 50K atom-mapped reactions and 10 reaction types from USPTO. Task: Predict the reactants needed to synthesize the given product. (1) Given the product Nc1nc(S(N)=O)c2ncn([C@H]3O[C@@H](CO)[C@H](O)[C@@H]3O)c2n1, predict the reactants needed to synthesize it. The reactants are: NSc1nc(N)nc2c1ncn2[C@H]1O[C@@H](CO)[C@H](O)[C@@H]1O.O=C(OO)c1cccc(Cl)c1. (2) Given the product COCCNc1ccc(S(N)(=O)=O)cc1S(=O)(=O)C(F)(F)F, predict the reactants needed to synthesize it. The reactants are: COCCN.NS(=O)(=O)c1ccc(F)c(S(=O)(=O)C(F)(F)F)c1. (3) The reactants are: CCCN(CCC)c1nsc(N)c1C#N.CN=C=O. Given the product CCCN(CCC)c1nsc(NC(=O)NC)c1C#N, predict the reactants needed to synthesize it.